From a dataset of Catalyst prediction with 721,799 reactions and 888 catalyst types from USPTO. Predict which catalyst facilitates the given reaction. (1) Reactant: [CH3:1][O:2][C:3]1[CH:4]=[N:5][CH:6]=[CH:7][C:8]=1[N+:9]([O-:11])=[O:10].S([O-])(OC)(=O)=O.ClCCCl.[C-:22]#[N:23].[Na+]. Product: [C:22]([C:4]1[C:3]([O:2][CH3:1])=[C:8]([N+:9]([O-:11])=[O:10])[CH:7]=[CH:6][N:5]=1)#[N:23]. The catalyst class is: 6. (2) Reactant: [CH3:1][C:2]1[N:3]=[CH:4][S:5][C:6]=1[CH2:7][CH2:8][OH:9].C(N(CC)CC)C.[CH3:17][S:18](Cl)(=[O:20])=[O:19]. Product: [CH3:17][S:18]([O:9][CH2:8][CH2:7][C:6]1[S:5][CH:4]=[N:3][C:2]=1[CH3:1])(=[O:20])=[O:19]. The catalyst class is: 4.